This data is from Full USPTO retrosynthesis dataset with 1.9M reactions from patents (1976-2016). The task is: Predict the reactants needed to synthesize the given product. (1) Given the product [Cl:1][C:2]1[N:3]=[C:4]([O:12][CH3:13])[C:5]([O:8][CH2:9][C:10]#[C:11][C:15]2[CH:16]=[C:17]([CH2:21][C:22]#[N:23])[CH:18]=[CH:19][CH:20]=2)=[N:6][CH:7]=1, predict the reactants needed to synthesize it. The reactants are: [Cl:1][C:2]1[N:3]=[C:4]([O:12][CH3:13])[C:5]([O:8][CH2:9][C:10]#[CH:11])=[N:6][CH:7]=1.I[C:15]1[CH:16]=[C:17]([CH2:21][C:22]#[N:23])[CH:18]=[CH:19][CH:20]=1.C1(P(C2C=CC=CC=2)C2C=CC=CC=2)C=CC=CC=1. (2) Given the product [Br:1][C:2]1[CH:11]=[CH:10][C:5]([C:6]([O:8][CH3:9])=[O:7])=[CH:4][C:3]=1[CH2:12][Br:13], predict the reactants needed to synthesize it. The reactants are: [Br:1][C:2]1[CH:11]=[CH:10][C:5]([C:6]([O:8][CH3:9])=[O:7])=[CH:4][C:3]=1[CH3:12].[Br:13]N1C(=O)CCC1=O.N(C1(C#N)CCCCC1)=NC1(C#N)CCCCC1. (3) Given the product [CH:1]([O:4][C:5]1[CH:13]=[CH:12][C:8]([C:9]([NH2:11])=[O:10])=[CH:7][C:6]=1[NH:14][C:15]1[S:16][CH:17]=[C:18]([C:20]2[S:24][C:23]([S:57]([CH3:28])(=[O:59])=[O:56])=[N:22][C:21]=2[CH3:27])[N:19]=1)([CH3:3])[CH3:2], predict the reactants needed to synthesize it. The reactants are: [CH:1]([O:4][C:5]1[CH:13]=[CH:12][C:8]([C:9]([NH2:11])=[O:10])=[CH:7][C:6]=1[NH:14][C:15]1[S:16][CH:17]=[C:18]([C:20]2[S:24][C:23](SC)=[N:22][C:21]=2[CH3:27])[N:19]=1)([CH3:3])[CH3:2].[C:28](C1C=CC(OCC)=C(NC2SC=C(C3SC(C(O)=O)=NC=3C)N=2)C=1)(=O)N.O[O:56][S:57]([O-:59])=O.[K+]. (4) Given the product [Cl:26][C:23]1[CH:24]=[CH:25][C:20]([C:16]([C:9]2[C:8]3[C:12](=[C:4]([CH2:3][S:2][CH3:1])[CH:5]=[CH:6][CH:7]=3)[NH:11][CH:10]=2)([CH:13]2[CH2:15][CH2:14]2)[CH2:17][CH3:18])=[CH:21][CH:22]=1, predict the reactants needed to synthesize it. The reactants are: [CH3:1][S:2][CH2:3][C:4]1[CH:5]=[CH:6][CH:7]=[C:8]2[C:12]=1[NH:11][CH:10]=[CH:9]2.[CH:13]1([C:16]([C:20]2[CH:25]=[CH:24][C:23]([Cl:26])=[CH:22][CH:21]=2)(O)[CH2:17][CH3:18])[CH2:15][CH2:14]1.C1(C(C2C3C(=C(CSC)C=CC=3)NC=2)(C2C=CC(OC)=C(F)C=2)C)CC1. (5) Given the product [Br:8][C:9]1[CH:39]=[CH:38][C:37]([O:40][CH3:41])=[CH:36][C:10]=1[CH2:11][CH:12]1[CH2:13][CH2:14][N:15]([C:18](=[O:35])[CH2:19][CH2:20][C@H:21]2[CH2:22][CH2:23][C@H:24]([NH2:27])[CH2:25][CH2:26]2)[CH2:16][CH2:17]1, predict the reactants needed to synthesize it. The reactants are: Cl.O1CCOCC1.[Br:8][C:9]1[CH:39]=[CH:38][C:37]([O:40][CH3:41])=[CH:36][C:10]=1[CH2:11][CH:12]1[CH2:17][CH2:16][N:15]([C:18](=[O:35])[CH2:19][CH2:20][C@H:21]2[CH2:26][CH2:25][C@H:24]([NH:27]C(=O)OC(C)(C)C)[CH2:23][CH2:22]2)[CH2:14][CH2:13]1. (6) Given the product [CH3:1][NH:2][C:3]([C:5]1[N:6]=[C:7]([C:18]2[CH:23]=[CH:22][CH:21]=[CH:20][CH:19]=2)[S:8][C:9]=1[NH2:10])=[O:4], predict the reactants needed to synthesize it. The reactants are: [CH3:1][NH:2][C:3]([C:5]1[N:6]=[C:7]([C:18]2[CH:23]=[CH:22][CH:21]=[CH:20][CH:19]=2)[S:8][C:9]=1[NH:10]C(OC(C)(C)C)=O)=[O:4].Cl. (7) Given the product [NH2:1][C:2]1[C:3]([C:13]([OH:15])=[O:14])=[N:4][C:5]2[C:10]([CH:11]=1)=[CH:9][CH:8]=[C:7]([Br:12])[CH:6]=2, predict the reactants needed to synthesize it. The reactants are: [NH2:1][C:2]1[C:3]([C:13]([O:15]CC)=[O:14])=[N:4][C:5]2[C:10]([CH:11]=1)=[CH:9][CH:8]=[C:7]([Br:12])[CH:6]=2.O.[OH-].[Li+].C1COCC1.CC(O)=O. (8) Given the product [CH3:25][C:23]1[N:1]=[C:2]2[S:6][C:5]3[CH2:7][CH2:8][CH2:9][CH2:10][C:4]=3[C:3]2=[C:11]([C:13]2[CH:18]=[CH:17][CH:16]=[C:15]([Cl:19])[CH:14]=2)[C:22]=1[CH2:21][C:20]([O:27][CH3:28])=[O:26], predict the reactants needed to synthesize it. The reactants are: [NH2:1][C:2]1[S:6][C:5]2[CH2:7][CH2:8][CH2:9][CH2:10][C:4]=2[C:3]=1[C:11]([C:13]1[CH:18]=[CH:17][CH:16]=[C:15]([Cl:19])[CH:14]=1)=O.[C:20]([O:27][CH3:28])(=[O:26])[CH2:21][CH2:22][C:23]([CH3:25])=O.Cl[Si](C)(C)C. (9) Given the product [Cl:1][C:2]1[C:3](=[O:30])[N:4]([C:19]2[CH:24]=[C:23]([C:25]3[CH:26]=[CH:27][N:36]=[C:34]([C:33]([OH:32])([CH3:38])[CH3:37])[N:35]=3)[CH:22]=[CH:21][C:20]=2[CH3:29])[C:5]([CH3:18])=[N:6][C:7]=1[O:8][CH2:9][C:10]1[CH:15]=[CH:14][CH:13]=[C:12]([O:16][CH3:17])[CH:11]=1, predict the reactants needed to synthesize it. The reactants are: [Cl:1][C:2]1[C:3](=[O:30])[N:4]([C:19]2[CH:24]=[C:23]([C:25](=O)[C:26]#[CH:27])[CH:22]=[CH:21][C:20]=2[CH3:29])[C:5]([CH3:18])=[N:6][C:7]=1[O:8][CH2:9][C:10]1[CH:15]=[CH:14][CH:13]=[C:12]([O:16][CH3:17])[CH:11]=1.Cl.[OH:32][C:33]([CH3:38])([CH3:37])[C:34]([NH2:36])=[NH:35].C(=O)([O-])[O-].[K+].[K+]. (10) Given the product [C:1]([O:5][C@@H:6]([C:12]1[C:32]([CH3:33])=[CH:31][C:15]2[N:16]=[C:17]([C:19]3[CH:27]=[C:26]4[C:22]([C:23](=[O:30])[N:24]([CH3:29])[N:25]4[CH3:28])=[CH:21][CH:20]=3)[S:18][C:14]=2[C:13]=1[C:34]1[CH:35]=[CH:36][C:37]([Cl:40])=[CH:38][CH:39]=1)[C:7]([OH:9])=[O:8])([CH3:4])([CH3:2])[CH3:3], predict the reactants needed to synthesize it. The reactants are: [C:1]([O:5][C@@H:6]([C:12]1[C:32]([CH3:33])=[CH:31][C:15]2[N:16]=[C:17]([C:19]3[CH:27]=[C:26]4[C:22]([C:23](=[O:30])[N:24]([CH3:29])[N:25]4[CH3:28])=[CH:21][CH:20]=3)[S:18][C:14]=2[C:13]=1[C:34]1[CH:39]=[CH:38][C:37]([Cl:40])=[CH:36][CH:35]=1)[C:7]([O:9]CC)=[O:8])([CH3:4])([CH3:3])[CH3:2].[OH-].[Na+].